This data is from NCI-60 drug combinations with 297,098 pairs across 59 cell lines. The task is: Regression. Given two drug SMILES strings and cell line genomic features, predict the synergy score measuring deviation from expected non-interaction effect. (1) Drug 1: CS(=O)(=O)C1=CC(=C(C=C1)C(=O)NC2=CC(=C(C=C2)Cl)C3=CC=CC=N3)Cl. Drug 2: COC1=CC(=CC(=C1O)OC)C2C3C(COC3=O)C(C4=CC5=C(C=C24)OCO5)OC6C(C(C7C(O6)COC(O7)C8=CC=CS8)O)O. Cell line: RXF 393. Synergy scores: CSS=28.2, Synergy_ZIP=-6.36, Synergy_Bliss=-0.700, Synergy_Loewe=0.967, Synergy_HSA=2.41. (2) Drug 1: CN1C(=O)N2C=NC(=C2N=N1)C(=O)N. Drug 2: COC1=C2C(=CC3=C1OC=C3)C=CC(=O)O2. Cell line: NCIH23. Synergy scores: CSS=1.06, Synergy_ZIP=3.40, Synergy_Bliss=-2.42, Synergy_Loewe=-0.953, Synergy_HSA=-3.76. (3) Drug 1: CC1=C2C(C(=O)C3(C(CC4C(C3C(C(C2(C)C)(CC1OC(=O)C(C(C5=CC=CC=C5)NC(=O)C6=CC=CC=C6)O)O)OC(=O)C7=CC=CC=C7)(CO4)OC(=O)C)O)C)OC(=O)C. Drug 2: CC1C(C(CC(O1)OC2CC(CC3=C2C(=C4C(=C3O)C(=O)C5=C(C4=O)C(=CC=C5)OC)O)(C(=O)CO)O)N)O.Cl. Cell line: OVCAR-5. Synergy scores: CSS=35.3, Synergy_ZIP=-5.69, Synergy_Bliss=-6.81, Synergy_Loewe=-3.20, Synergy_HSA=-1.94. (4) Drug 1: CNC(=O)C1=CC=CC=C1SC2=CC3=C(C=C2)C(=NN3)C=CC4=CC=CC=N4. Drug 2: CCN(CC)CCNC(=O)C1=C(NC(=C1C)C=C2C3=C(C=CC(=C3)F)NC2=O)C. Cell line: DU-145. Synergy scores: CSS=-4.46, Synergy_ZIP=1.64, Synergy_Bliss=-0.706, Synergy_Loewe=-3.76, Synergy_HSA=-3.53. (5) Drug 1: CCCCC(=O)OCC(=O)C1(CC(C2=C(C1)C(=C3C(=C2O)C(=O)C4=C(C3=O)C=CC=C4OC)O)OC5CC(C(C(O5)C)O)NC(=O)C(F)(F)F)O. Drug 2: C1C(C(OC1N2C=NC3=C2NC=NCC3O)CO)O. Cell line: UACC62. Synergy scores: CSS=64.3, Synergy_ZIP=-6.82, Synergy_Bliss=-11.1, Synergy_Loewe=-13.3, Synergy_HSA=-11.3.